This data is from Reaction yield outcomes from USPTO patents with 853,638 reactions. The task is: Predict the reaction yield, written as a fraction of the theoretical maximum amount of product (1.0 means a 100% yield; for example, 0.34 means a 34% yield). (1) The reactants are CCOC(C)=O.CO.C([O:16][C:17]1[CH:26]=[C:25]2[C:20]([CH:21]=[CH:22][C:23]([O:27][CH2:28][CH2:29][CH2:30][NH:31][C:32](=[O:38])[O:33][C:34]([CH3:37])([CH3:36])[CH3:35])=[CH:24]2)=[CH:19][C:18]=1[C:39]1[N:40]=[N:41][C:42]([N:45]([CH3:56])[CH:46]2[CH2:51][C:50]([CH3:53])([CH3:52])[NH:49][C:48]([CH3:55])([CH3:54])[CH2:47]2)=[CH:43][CH:44]=1)C1C=CC=CC=1. The catalyst is C(Cl)Cl.CCOCC.[Pd]. The product is [OH:16][C:17]1[CH:26]=[C:25]2[C:20]([CH:21]=[CH:22][C:23]([O:27][CH2:28][CH2:29][CH2:30][NH:31][C:32](=[O:38])[O:33][C:34]([CH3:37])([CH3:36])[CH3:35])=[CH:24]2)=[CH:19][C:18]=1[C:39]1[N:40]=[N:41][C:42]([N:45]([CH3:56])[CH:46]2[CH2:51][C:50]([CH3:53])([CH3:52])[NH:49][C:48]([CH3:55])([CH3:54])[CH2:47]2)=[CH:43][CH:44]=1. The yield is 0.910. (2) The reactants are [N+:1]([C:4]1[CH:5]=[C:6]([CH:11]=[CH:12][CH:13]=1)[C:7]([O:9]C)=O)([O-])=O.[F:14][C:15]([Si](C)(C)C)([F:17])[F:16]. The catalyst is C1(C)C=CC=CC=1.C(OCC)(=O)C.[F-].C([N+](CCCC)(CCCC)CCCC)CCC. The product is [NH2:1][C:4]1[CH:5]=[C:6]([CH:7]([OH:9])[C:15]([F:17])([F:16])[F:14])[CH:11]=[CH:12][CH:13]=1. The yield is 0.390. (3) The reactants are Br[C:2]1[CH2:6][CH2:5][C:4](=[O:7])[C:3]=1[CH3:8].[CH3:9][O:10][C:11]1[N:16]=[CH:15][C:14](B(O)O)=[CH:13][CH:12]=1. No catalyst specified. The product is [CH3:9][O:10][C:11]1[N:16]=[CH:15][C:14]([C:2]2[CH2:6][CH2:5][C:4](=[O:7])[C:3]=2[CH3:8])=[CH:13][CH:12]=1. The yield is 0.920. (4) The reactants are [C:1]([O:5][C:6]([N:8]([CH2:21][CH2:22][NH:23][C:24]([O:26][C:27]([CH3:30])([CH3:29])[CH3:28])=[O:25])[CH2:9][C:10]([NH:12][CH2:13][CH2:14][CH2:15][C:16]([O:18]CC)=[O:17])=[O:11])=[O:7])([CH3:4])([CH3:3])[CH3:2].[OH-].[Na+]. The catalyst is CO. The product is [C:1]([O:5][C:6]([N:8]([CH2:21][CH2:22][NH:23][C:24]([O:26][C:27]([CH3:30])([CH3:29])[CH3:28])=[O:25])[CH2:9][C:10]([NH:12][CH2:13][CH2:14][CH2:15][C:16]([OH:18])=[O:17])=[O:11])=[O:7])([CH3:4])([CH3:3])[CH3:2]. The yield is 1.00. (5) The product is [CH2:13]1[C:14]2[C:19](=[CH:18][CH:17]=[CH:16][CH:15]=2)[CH2:20][CH2:21][N:12]1[CH2:11][CH:10]([OH:22])[CH2:9][NH:8][C:6]1[CH:5]=[CH:4][CH:3]=[C:2]([C:31]2[CH:32]=[CH:33][C:28]3[N:27]=[CH:26][N:25]([CH3:24])[C:29]=3[CH:30]=2)[N:7]=1. The yield is 0.0800. The catalyst is O1CCOCC1.C1C=CC(P(C2C=CC=CC=2)[C-]2C=CC=C2)=CC=1.C1C=CC(P(C2C=CC=CC=2)[C-]2C=CC=C2)=CC=1.Cl[Pd]Cl.[Fe+2]. The reactants are Br[C:2]1[N:7]=[C:6]([NH:8][CH2:9][CH:10]([OH:22])[CH2:11][N:12]2[CH2:21][CH2:20][C:19]3[C:14](=[CH:15][CH:16]=[CH:17][CH:18]=3)[CH2:13]2)[CH:5]=[CH:4][CH:3]=1.O.[CH3:24][N:25]1[C:29]2[CH:30]=[C:31](B3OC(C)(C)C(C)(C)O3)[CH:32]=[CH:33][C:28]=2[N:27]=[CH:26]1.C([O-])([O-])=O.[Cs+].[Cs+]. (6) The product is [Cl:11][C:4]1[CH:5]=[C:6]([CH:9]=[CH:10][C:3]=1[CH2:2][NH:18][C:19]1[CH:24]=[CH:23][CH:22]=[CH:21][N:20]=1)[CH:7]=[O:8]. The catalyst is CN(C)C(=O)C.O. The yield is 0.500. The reactants are Br[CH2:2][C:3]1[CH:10]=[CH:9][C:6]([CH:7]=[O:8])=[CH:5][C:4]=1[Cl:11].C([O-])([O-])=O.[K+].[K+].[NH2:18][C:19]1[CH:24]=[CH:23][CH:22]=[CH:21][N:20]=1. (7) The reactants are [CH3:1][C:2]1[CH:7]=[CH:6][C:5]([S:8]([O:11][CH2:12][C@H:13]([O:16][C:17]2[C:22]([CH:23]=CC)=[CH:21][CH:20]=[C:19]([Cl:26])[C:18]=2[C:27]2[CH:32]=[CH:31][CH:30]=[CH:29][C:28]=2[Cl:33])[CH:14]=C)(=[O:10])=[O:9])=[CH:4][CH:3]=1. The catalyst is ClCCCl.C1CCC(P(C2CCCCC2)C2CCCCC2)CC1.C1CCC(P(C2CCCCC2)C2CCCCC2)CC1.C1C=CC(C=[Ru](Cl)Cl)=CC=1. The product is [CH3:1][C:2]1[CH:3]=[CH:4][C:5]([S:8]([O:11][CH2:12][C@H:13]2[CH:14]=[CH:23][C:22]3[C:17](=[C:18]([C:27]4[CH:32]=[CH:31][CH:30]=[CH:29][C:28]=4[Cl:33])[C:19]([Cl:26])=[CH:20][CH:21]=3)[O:16]2)(=[O:9])=[O:10])=[CH:6][CH:7]=1. The yield is 0.780. (8) The reactants are [CH2:1]([O:3][C:4](=[O:27])[CH:5]([O:24][CH2:25][CH3:26])[CH2:6][C:7]1[CH:12]=[CH:11][C:10]([O:13][CH2:14][CH2:15][C:16]2[CH:21]=[CH:20][C:19]([NH:22][CH3:23])=[CH:18][CH:17]=2)=[CH:9][CH:8]=1)[CH3:2].C1(C)C=CC=CC=1.[C:35](O[C:35](=[O:39])[CH:36]([CH3:38])[CH3:37])(=[O:39])[CH:36]([CH3:38])[CH3:37]. The catalyst is N1C=CC=CC=1. The product is [CH2:1]([O:3][C:4](=[O:27])[CH:5]([O:24][CH2:25][CH3:26])[CH2:6][C:7]1[CH:12]=[CH:11][C:10]([O:13][CH2:14][CH2:15][C:16]2[CH:17]=[CH:18][C:19]([N:22]([C:35](=[O:39])[CH:36]([CH3:38])[CH3:37])[CH3:23])=[CH:20][CH:21]=2)=[CH:9][CH:8]=1)[CH3:2]. The yield is 0.780. (9) The reactants are [O:1]=[C:2]([CH2:7][C:8](O)=O)[CH2:3][C:4](O)=[O:5].[CH:11]([O:18]CC)([O:15][CH2:16][CH3:17])OCC.C(OC(=O)C)(=O)C.[NH3:28]. The catalyst is C(Cl)Cl. The product is [OH:1][C:2]1[C:7]([C:11]([O:15][CH2:16][CH3:17])=[O:18])=[CH:8][N:28]=[C:4]([OH:5])[CH:3]=1. The yield is 0.600.